This data is from Catalyst prediction with 721,799 reactions and 888 catalyst types from USPTO. The task is: Predict which catalyst facilitates the given reaction. (1) Reactant: [NH2:1][C:2]1[CH:9]=[CH:8][CH:7]=[C:6]([CH:10]2[CH2:12][CH2:11]2)[C:3]=1[C:4]#[N:5].[C:13]([N:21]=C=O)(=[O:20])C1C=CC=CC=1.[OH-].[Na+]. Product: [NH2:5][C:4]1[C:3]2[C:2](=[CH:9][CH:8]=[CH:7][C:6]=2[CH:10]2[CH2:11][CH2:12]2)[NH:1][C:13](=[O:20])[N:21]=1. The catalyst class is: 12. (2) Reactant: [C:1]([O:5][C:6]([NH:8][C:9]1[S:10][CH:11]=[CH:12][N:13]=1)=[O:7])([CH3:4])([CH3:3])[CH3:2].C([Li])CCC.CCCCCC.C1C[O:28][CH2:27]C1. Product: [C:1]([O:5][C:6]([NH:8][C:9]1[S:10][C:11]([CH:27]=[O:28])=[CH:12][N:13]=1)=[O:7])([CH3:4])([CH3:2])[CH3:3]. The catalyst class is: 3. (3) Reactant: [N:1]1[O:2][CH:3]=[C:4]2[C:9]=1[CH2:8][CH2:7][NH:6][CH2:5]2.Cl[C:11]1[N:16]=[C:15]([Cl:17])[CH:14]=[CH:13][N:12]=1.CCN(C(C)C)C(C)C. Product: [Cl:17][C:15]1[N:16]=[CH:11][N:12]=[C:13]([N:6]2[CH2:7][CH2:8][C:9]3=[N:1][O:2][CH:3]=[C:4]3[CH2:5]2)[CH:14]=1. The catalyst class is: 14. (4) Reactant: [CH2:1]([O:3][C:4](=[O:13])[C:5]1[CH:10]=[CH:9][C:8]([NH:11][NH2:12])=[CH:7][CH:6]=1)[CH3:2].[F:14][C:15]([F:22])([F:21])[C:16](=O)[CH2:17][C:18]#[N:19].Cl. Product: [NH2:19][C:18]1[N:11]([C:8]2[CH:9]=[CH:10][C:5]([C:4]([O:3][CH2:1][CH3:2])=[O:13])=[CH:6][CH:7]=2)[N:12]=[C:16]([C:15]([F:22])([F:21])[F:14])[CH:17]=1. The catalyst class is: 8. (5) Reactant: Cl[C:2]1[C:11]2[C:6](=[CH:7][C:8]([Cl:12])=[CH:9][CH:10]=2)[N:5]=[C:4]([C:13]#[N:14])[CH:3]=1.[F:15][C:16]1[CH:21]=[C:20]([O:22][CH3:23])[CH:19]=[CH:18][C:17]=1B(O)O.C(=O)([O-])[O-].[Na+].[Na+].C1(C)C=CC=CC=1. Product: [Cl:12][C:8]1[CH:7]=[C:6]2[C:11]([C:2]([C:17]3[CH:18]=[CH:19][C:20]([O:22][CH3:23])=[CH:21][C:16]=3[F:15])=[CH:3][C:4]([C:13]#[N:14])=[N:5]2)=[CH:10][CH:9]=1. The catalyst class is: 518. (6) Reactant: [Br:1][C:2]1[CH:7]=[CH:6][C:5]([CH:8]([OH:13])[CH2:9][CH2:10][CH2:11]Cl)=[CH:4][CH:3]=1.[OH-].[Na+]. Product: [Br:1][C:2]1[CH:7]=[CH:6][C:5]([CH:8]2[CH2:9][CH2:10][CH2:11][O:13]2)=[CH:4][CH:3]=1. The catalyst class is: 7.